Dataset: Forward reaction prediction with 1.9M reactions from USPTO patents (1976-2016). Task: Predict the product of the given reaction. (1) Given the reactants C(O[C@@H](C1C(C2C=CC(Cl)=CC=2)=C2C(=CC=1Cl)N=C(C)C=C2)CO)(C)(C)C.C([O:34][CH2:35][C@@H:36]([O:55][C:56]([CH3:59])([CH3:58])[CH3:57])[C:37]1[C:38]([C:48]2[CH:53]=[CH:52][C:51]([Cl:54])=[CH:50][CH:49]=2)=[C:39]2[C:44](=[CH:45][C:46]=1[CH3:47])[N:43]=[CH:42][CH:41]=[CH:40]2)(=O)C(C)(C)C, predict the reaction product. The product is: [C:56]([O:55][C@@H:36]([C:37]1[C:38]([C:48]2[CH:49]=[CH:50][C:51]([Cl:54])=[CH:52][CH:53]=2)=[C:39]2[C:44](=[CH:45][C:46]=1[CH3:47])[N:43]=[CH:42][CH:41]=[CH:40]2)[CH2:35][OH:34])([CH3:59])([CH3:57])[CH3:58]. (2) Given the reactants [C:1]1([CH:7]([C:14]2[C:22]3[C:17](=[CH:18][C:19]([O:23][CH2:24][CH2:25][CH2:26][NH:27][C:28]4[CH:33]=[CH:32][CH:31]=[CH:30][N:29]=4)=[CH:20][CH:21]=3)[NH:16][CH:15]=2)[CH2:8][C:9]([O:11][CH2:12][CH3:13])=[O:10])[CH:6]=[CH:5][CH:4]=[CH:3][CH:2]=1.Cl, predict the reaction product. The product is: [C:1]1([CH:7]([C:14]2[C:22]3[C:17](=[CH:18][C:19]([O:23][CH2:24][CH2:25][CH2:26][NH:27][C:28]4[CH2:33][CH2:32][CH2:31][CH2:30][N:29]=4)=[CH:20][CH:21]=3)[NH:16][CH:15]=2)[CH2:8][C:9]([O:11][CH2:12][CH3:13])=[O:10])[CH:2]=[CH:3][CH:4]=[CH:5][CH:6]=1. (3) Given the reactants C([O:5][CH2:6][CH:7]([CH2:12][CH3:13])[CH2:8][CH2:9][CH2:10][CH3:11])(=O)C=C.C(OC)(=[O:18])C(C)=C.C(O)(=O)C(C)=C.N.S(OOS([O-])(=O)=O)([O-])(=O)=O.[NH4+].[NH4+].C(N(CC([O-])=O)CC([O-])=O)CN(CC([O-])=O)CC([O-])=O.[Na+].[Na+].[Na+].[Na+].C(OO)(C)(C)C.S([O-])[O-].C=O.[Na+].[Na+], predict the reaction product. The product is: [CH3:11][CH2:10][CH2:9][CH2:8][CH:7]([C:6]([OH:5])=[O:18])[CH2:12][CH3:13]. (4) Given the reactants [NH:1]1[C:9]2[C:4](=[CH:5][CH:6]=[CH:7][CH:8]=2)[C:3]([CH2:10][C@H:11]([NH:13][CH2:14][C:15]([F:18])([F:17])[F:16])[CH3:12])=[CH:2]1.[Br:19][C:20]1[CH:27]=[C:26]([F:28])[C:23]([CH:24]=O)=[C:22]([F:29])[CH:21]=1.C(O)(=O)C, predict the reaction product. The product is: [Br:19][C:20]1[CH:27]=[C:26]([F:28])[C:23]([C@@H:24]2[C:2]3[NH:1][C:9]4[C:4]([C:3]=3[CH2:10][C@@H:11]([CH3:12])[N:13]2[CH2:14][C:15]([F:16])([F:17])[F:18])=[CH:5][CH:6]=[CH:7][CH:8]=4)=[C:22]([F:29])[CH:21]=1. (5) Given the reactants Br[C:2]1[CH:7]=[CH:6][CH:5]=[CH:4][N:3]=1.[CH2:8]([OH:14])[CH2:9][CH2:10][CH2:11][C:12]#[CH:13], predict the reaction product. The product is: [N:3]1[CH:4]=[CH:5][CH:6]=[CH:7][C:2]=1[C:13]#[C:12][CH2:11][CH2:10][CH2:9][CH2:8][OH:14]. (6) Given the reactants Br[C:2]1[CH:3]=[C:4]([F:14])[CH2:5][C:6](Br)([N+]([O-])=O)[C:7]=1[O:8][CH3:9].[N:15]#N, predict the reaction product. The product is: [F:14][C:4]1[CH:5]=[CH:6][C:7]([O:8][CH3:9])=[CH:2][C:3]=1[NH2:15].